Dataset: NCI-60 drug combinations with 297,098 pairs across 59 cell lines. Task: Regression. Given two drug SMILES strings and cell line genomic features, predict the synergy score measuring deviation from expected non-interaction effect. (1) Synergy scores: CSS=11.9, Synergy_ZIP=-7.35, Synergy_Bliss=-4.74, Synergy_Loewe=-2.31, Synergy_HSA=-2.15. Drug 1: CC1=C(C(CCC1)(C)C)C=CC(=CC=CC(=CC(=O)O)C)C. Cell line: KM12. Drug 2: CN1C(=O)N2C=NC(=C2N=N1)C(=O)N. (2) Drug 1: CC1=C(C=C(C=C1)C(=O)NC2=CC(=CC(=C2)C(F)(F)F)N3C=C(N=C3)C)NC4=NC=CC(=N4)C5=CN=CC=C5. Drug 2: C1CN(P(=O)(OC1)NCCCl)CCCl. Cell line: MOLT-4. Synergy scores: CSS=-20.6, Synergy_ZIP=11.2, Synergy_Bliss=4.43, Synergy_Loewe=-13.1, Synergy_HSA=-13.1. (3) Drug 1: C1=C(C(=O)NC(=O)N1)N(CCCl)CCCl. Drug 2: C1=NC2=C(N1)C(=S)N=CN2. Cell line: HOP-62. Synergy scores: CSS=21.7, Synergy_ZIP=-8.35, Synergy_Bliss=-13.1, Synergy_Loewe=-14.2, Synergy_HSA=-10.3. (4) Drug 1: C1=NC2=C(N1)C(=S)N=C(N2)N. Drug 2: C1=CC(=CC=C1C#N)C(C2=CC=C(C=C2)C#N)N3C=NC=N3. Cell line: OVCAR-4. Synergy scores: CSS=29.2, Synergy_ZIP=2.29, Synergy_Bliss=2.14, Synergy_Loewe=-10.4, Synergy_HSA=1.86. (5) Drug 1: CS(=O)(=O)OCCCCOS(=O)(=O)C. Drug 2: CC12CCC3C(C1CCC2OP(=O)(O)O)CCC4=C3C=CC(=C4)OC(=O)N(CCCl)CCCl.[Na+]. Cell line: HOP-92. Synergy scores: CSS=9.23, Synergy_ZIP=-0.841, Synergy_Bliss=6.61, Synergy_Loewe=5.51, Synergy_HSA=6.00. (6) Drug 1: CC12CCC3C(C1CCC2O)C(CC4=C3C=CC(=C4)O)CCCCCCCCCS(=O)CCCC(C(F)(F)F)(F)F. Drug 2: CN(CC1=CN=C2C(=N1)C(=NC(=N2)N)N)C3=CC=C(C=C3)C(=O)NC(CCC(=O)O)C(=O)O. Cell line: PC-3. Synergy scores: CSS=37.1, Synergy_ZIP=3.65, Synergy_Bliss=-1.12, Synergy_Loewe=-10.4, Synergy_HSA=-1.58. (7) Drug 1: CNC(=O)C1=CC=CC=C1SC2=CC3=C(C=C2)C(=NN3)C=CC4=CC=CC=N4. Drug 2: CNC(=O)C1=NC=CC(=C1)OC2=CC=C(C=C2)NC(=O)NC3=CC(=C(C=C3)Cl)C(F)(F)F. Synergy scores: CSS=6.77, Synergy_ZIP=-6.26, Synergy_Bliss=-9.32, Synergy_Loewe=-10.7, Synergy_HSA=-10.8. Cell line: SK-OV-3.